Task: Predict the reactants needed to synthesize the given product.. Dataset: Full USPTO retrosynthesis dataset with 1.9M reactions from patents (1976-2016) (1) Given the product [CH:1]1[C:10]2[CH2:9][CH2:8][CH2:7][CH:6]([OH:14])[C:5]=2[CH:4]=[CH:3][N:2]=1, predict the reactants needed to synthesize it. The reactants are: [CH:1]1[C:10]2[CH2:9][CH2:8][CH2:7][CH2:6][C:5]=2[CH:4]=[CH:3][N+:2]=1[O-].CC(OC(C)=O)=[O:14]. (2) Given the product [CH3:48][C:31]1[C:32](=[O:47])[O:33][C:34]([C:37]2[O:38][C:39]3[CH:45]=[CH:44][C:43]([O:49][CH2:50][C:51]4[CH:52]=[N:53][CH:54]=[N:55][CH:56]=4)=[CH:42][C:40]=3[CH:41]=2)=[C:35]([CH3:36])[C:30]=1[OH:29], predict the reactants needed to synthesize it. The reactants are: C(P(CCCC)CCCC)CCC.CN(C(/N=N/C(N(C)C)=O)=O)C.C([O:29][C:30]1[C:35]([CH3:36])=[C:34]([C:37]2[O:38][C:39]3[CH:45]=[CH:44][C:43](O)=[CH:42][C:40]=3[CH:41]=2)[O:33][C:32](=[O:47])[C:31]=1[CH3:48])(=O)C.[OH:49][CH2:50][C:51]1[CH:52]=[N:53][CH:54]=[N:55][CH:56]=1.[OH-].[Li+].Cl. (3) Given the product [CH2:19]([N:26]1[CH2:49][CH:48]([C:50]2[O:52][N:57]=[C:55]([CH3:56])[N:54]=2)[O:47][C:28]2([CH2:33][CH2:32][N:31]([C:34]([C:35]3[CH:40]=[CH:39][C:38]([O:41][CH:42]([CH3:43])[CH3:44])=[C:37]([CH3:45])[CH:36]=3)=[O:46])[CH2:30][CH2:29]2)[CH2:27]1)[C:20]1[CH:25]=[CH:24][CH:23]=[CH:22][CH:21]=1, predict the reactants needed to synthesize it. The reactants are: C(P1(=O)OP(CCC)(=O)OP(CCC)(=O)O1)CC.[CH2:19]([N:26]1[CH2:49][CH:48]([C:50]([OH:52])=O)[O:47][C:28]2([CH2:33][CH2:32][N:31]([C:34](=[O:46])[C:35]3[CH:40]=[CH:39][C:38]([O:41][CH:42]([CH3:44])[CH3:43])=[C:37]([CH3:45])[CH:36]=3)[CH2:30][CH2:29]2)[CH2:27]1)[C:20]1[CH:25]=[CH:24][CH:23]=[CH:22][CH:21]=1.O[N:54]=[C:55]([NH2:57])[CH3:56].C(N(CC)CC)C.